This data is from Antibody developability classification from SAbDab with 2,409 antibodies. The task is: Regression/Classification. Given an antibody's heavy chain and light chain sequences, predict its developability. TAP uses regression for 5 developability metrics; SAbDab uses binary classification. (1) The antibody is ['1tjg', 'ALQLTQSPSSLSASVGDRITITCRASQGVTSALAWYRQKPGSPPQLLIYDASSLESGVPSRFSGSGSGTEFTLTISTLRPEDFATYYCQQLHFYPHTFGGGTRVDVR']. Result: 0 (not developable). (2) The antibody is ['EVQLVESGGGLVKPGGSLRLSCAASGFTFSSYSMNWVRQAPGRGLEWVSSISNTSTYIYYADSVEGRFTLSRDNAKNSLYLQMNSLRAEDTAVYYCARANQHFDWLLSLLGGYHYYGMDVWGQGTTVTVSS', 'DIVMTQSPLSLPVTPGEPASISCRSSQSLLHSNGYNYLDWYLQKPGQSPQLLIYLGSNRASGVPDRFIGSGSGTDFTLKISRVEAEDVGVFYCMQALQAVGFGPGTKVEIK']. Result: 0 (not developable). (3) The antibody is ['EVQLQQPGAELVRPGGSVKLSCKASGYSFTTYWMMWVKQRPGQGLEWIGMIQPSDSETRLNQKFKDKATLTLDRSSSTVYMQLSSPTSDDSAVYYCARTGRGDAWLTYWGQGTSVTVSS', 'NIVLTQSPVSLAVSLGQRATISCRASKSVSTSGYSYMHWYQQKPGQPPRLLLYLGSNLESGVPARFSGSGSGTDFTLNIHPVEEEDAATYYCQHIRELTRSFGGGTKLEIK']. Result: 1 (developable). (4) The antibody is ['QVQLRESGPSLVKPSQTLSLTCTASGFSLSDKAVGWVRQAPEKALEWLGSIDTSGTTGYNSGLKSRLSIIKDNSKSQVSLSVSSVTTEDSATYYCTIVHQETSRRGPDGYSWICECSSGTYTCDADNCGNLCPSDWQLTLHCHRLDSSTYTYDWHVETWGQGLRVTVSS', 'QAVLNQPSSVSGSLGQRVSITCSGSSSNVGNGYVSWYQLIPGSAPRTLIYGDTSRASGVPDRFSGSRSGNTATLTISSLQAEDEADYFCASAEDSSSNAVFGSGTTLTVL']. Result: 1 (developable). (5) The antibody is ['EVQLVESGGGLVQPGGSLRLSCAASGFTISDYWIHWVRQAPGKCLEWVAGITPAGGYTYYADSVKGRFTISADTSKNTAYLQMNSLRAEDTAVYYCARFVFFLPYAMDYWGQGTLVTVSS', 'DIQMTQSPSSLSASVGDRVTITCRASQDVSTAVAWYQQKPGKAPKLLIYSASFLYSGVPSRFSGSGSGTDFTLTISSLQPEDFATYYCQQHYTTPPTFGCGTKVEIK']. Result: 0 (not developable).